Dataset: Full USPTO retrosynthesis dataset with 1.9M reactions from patents (1976-2016). Task: Predict the reactants needed to synthesize the given product. (1) Given the product [CH2:1]([O:8][NH:9][C:10](=[O:30])[CH2:11][C@H:12]([C:22]1[O:23][C:24]([CH3:29])=[C:25]([CH2:27][N:31]2[CH2:36][CH2:35][O:34][CH2:33][CH2:32]2)[N:26]=1)[CH2:13][CH2:14][CH2:15][CH:16]1[CH2:17][CH2:18][CH2:19][CH2:20][CH2:21]1)[C:2]1[CH:7]=[CH:6][CH:5]=[CH:4][CH:3]=1, predict the reactants needed to synthesize it. The reactants are: [CH2:1]([O:8][NH:9][C:10](=[O:30])[CH2:11][C@H:12]([C:22]1[O:23][C:24]([CH3:29])=[C:25]([CH:27]=O)[N:26]=1)[CH2:13][CH2:14][CH2:15][CH:16]1[CH2:21][CH2:20][CH2:19][CH2:18][CH2:17]1)[C:2]1[CH:7]=[CH:6][CH:5]=[CH:4][CH:3]=1.[NH:31]1[CH2:36][CH2:35][O:34][CH2:33][CH2:32]1. (2) The reactants are: [CH3:1][N:2]1[C:9](=[O:10])[CH2:8][CH2:7][C@H:3]1[C:4]([OH:6])=O.C(OC1C=CC2C(=CC=CC=2)N1C(OCC)=O)C.Cl.[Cl:30][C:31]1[C:36]([C:37]([F:40])([F:39])[F:38])=[C:35]([F:41])[CH:34]=[CH:33][C:32]=1[CH2:42][NH2:43].C(=O)([O-])O.[Na+]. Given the product [Cl:30][C:31]1[C:36]([C:37]([F:39])([F:40])[F:38])=[C:35]([F:41])[CH:34]=[CH:33][C:32]=1[CH2:42][NH:43][C:4](=[O:6])[C@@H:3]1[CH2:7][CH2:8][C:9](=[O:10])[N:2]1[CH3:1], predict the reactants needed to synthesize it. (3) Given the product [F:26][C:23]1[CH:24]=[CH:25][C:13]2[N:12]=[C:11]([C@@H:8]([NH2:7])[CH2:9][CH3:10])[N:15]([C:16]3[CH:17]=[CH:18][CH:19]=[CH:20][CH:21]=3)[C:14]=2[CH:22]=1, predict the reactants needed to synthesize it. The reactants are: C(OC(=O)[NH:7][C@H:8]([C:11]1[N:15]([C:16]2[CH:21]=[CH:20][CH:19]=[CH:18][CH:17]=2)[C:14]2[CH:22]=[C:23]([F:26])[CH:24]=[CH:25][C:13]=2[N:12]=1)[CH2:9][CH3:10])(C)(C)C.C(O)(C(F)(F)F)=O. (4) Given the product [CH3:16][N:15]([CH2:14][CH2:13][O:8][CH2:1][CH2:2][N:21]([CH3:22])[CH3:20])[CH3:17], predict the reactants needed to synthesize it. The reactants are: [CH2:1]([OH:8])[C:2]1C=CC=CC=1.[H-].[Na+].Cl.Cl[CH2:13][CH2:14][N:15]([CH3:17])[CH3:16].[Li+].[Cl-].[CH3:20][N:21](C=O)[CH3:22]. (5) Given the product [CH:1]([N:4]1[C:8]([C:9]2[N:10]=[C:11]3[C:17]4[CH:18]=[C:19]([S:22]([CH:24]5[CH2:25][CH2:26][N:27]([CH:30]([CH3:32])[CH3:31])[CH2:28][CH2:29]5)(=[O:36])=[O:23])[CH:20]=[CH:21][C:16]=4[O:15][CH2:14][CH2:13][N:12]3[CH:33]=2)=[N:7][C:6]([CH3:34])=[N:5]1)([CH3:3])[CH3:2], predict the reactants needed to synthesize it. The reactants are: [CH:1]([N:4]1[C:8]([C:9]2[N:10]=[C:11]3[C:17]4[CH:18]=[C:19]([S:22]([CH:24]5[CH2:29][CH2:28][N:27]([CH:30]([CH3:32])[CH3:31])[CH2:26][CH2:25]5)=[O:23])[CH:20]=[CH:21][C:16]=4[O:15][CH2:14][CH2:13][N:12]3[CH:33]=2)=[N:7][C:6]([CH3:34])=[N:5]1)([CH3:3])[CH3:2].C(O)(C(F)(F)F)=[O:36].C1C=C(Cl)C=C(C(OO)=O)C=1.